Predict the reaction yield, written as a fraction of the theoretical maximum amount of product (1.0 means a 100% yield; for example, 0.34 means a 34% yield). From a dataset of Reaction yield outcomes from USPTO patents with 853,638 reactions. (1) The reactants are [NH2:1][C:2]1[C:7]([CH2:8][OH:9])=[CH:6][CH:5]=[C:4]([CH2:10][O:11][CH3:12])[N:3]=1. The catalyst is [O-2].[O-2].[Mn+4].C(Cl)Cl. The product is [NH2:1][C:2]1[C:7]([CH:8]=[O:9])=[CH:6][CH:5]=[C:4]([CH2:10][O:11][CH3:12])[N:3]=1. The yield is 0.810. (2) The reactants are [C:1]1([S:11]([N:14]2[CH2:19][CH2:18][CH2:17][CH:16]([OH:20])[CH2:15]2)(=[O:13])=[O:12])[C:10]2[C:5](=[CH:6][CH:7]=[CH:8][CH:9]=2)[CH:4]=[CH:3][CH:2]=1.C(Cl)Cl.C1N=CN([C:29]([N:31]2[CH:35]=N[CH:33]=[CH:32]2)=[O:30])C=1.N1[CH:40]=[CH:39]N=C1.N1CCCCC1. No catalyst specified. The product is [N:31]1([C:29]([O:20][CH:16]2[CH2:17][CH2:18][CH2:19][N:14]([S:11]([C:1]3[C:10]4[C:5](=[CH:6][CH:7]=[CH:8][CH:9]=4)[CH:4]=[CH:3][CH:2]=3)(=[O:12])=[O:13])[CH2:15]2)=[O:30])[CH2:32][CH2:33][CH2:40][CH2:39][CH2:35]1. The yield is 0.920. (3) The reactants are [CH3:1][N:2]([C@@H:18]([C:25]1[CH:30]=[CH:29][CH:28]=[C:27]([N+:31]([O-])=O)[CH:26]=1)[CH2:19][N:20]1[CH2:24][CH2:23][CH2:22][CH2:21]1)[C:3](=[O:17])[CH:4]([C:11]1[CH:16]=[CH:15][CH:14]=[CH:13][CH:12]=1)[C:5]1[CH:10]=[CH:9][CH:8]=[CH:7][CH:6]=1.[H][H].O. The catalyst is C(OCC)(=O)C.C(O)C.[Pd]. The product is [CH3:1][N:2]([C@@H:18]([C:25]1[CH:30]=[CH:29][CH:28]=[C:27]([NH2:31])[CH:26]=1)[CH2:19][N:20]1[CH2:24][CH2:23][CH2:22][CH2:21]1)[C:3](=[O:17])[CH:4]([C:11]1[CH:16]=[CH:15][CH:14]=[CH:13][CH:12]=1)[C:5]1[CH:10]=[CH:9][CH:8]=[CH:7][CH:6]=1. The yield is 0.400.